This data is from Forward reaction prediction with 1.9M reactions from USPTO patents (1976-2016). The task is: Predict the product of the given reaction. (1) Given the reactants Br[C:2]1[CH:3]=[C:4]([CH3:13])[CH:5]=[C:6]2[C:10]=1[C:9](=[O:11])[CH:8]([CH3:12])[CH2:7]2.[CH3:14][C:15]1[CH:20]=[CH:19][C:18]([CH3:21])=[CH:17][C:16]=1B(O)O.C(=O)([O-])[O-].[Na+].[Na+].C(O)CO, predict the reaction product. The product is: [CH3:12][CH:8]1[CH2:7][C:6]2[C:10](=[C:2]([C:16]3[CH:17]=[C:18]([CH3:21])[CH:19]=[CH:20][C:15]=3[CH3:14])[CH:3]=[C:4]([CH3:13])[CH:5]=2)[C:9]1=[O:11]. (2) Given the reactants [CH:1]1([C:4]2[NH:8][N:7]=[C:6]([C:9]([O:11][CH2:12][CH3:13])=[O:10])[C:5]=2[CH3:14])[CH2:3][CH2:2]1.[H-].[Na+].Br[CH2:18][C:19]1[C:24]([F:25])=[CH:23][C:22]([O:26][CH2:27][CH3:28])=[CH:21][C:20]=1[F:29].O, predict the reaction product. The product is: [CH:1]1([C:4]2[N:8]([CH2:18][C:19]3[C:20]([F:29])=[CH:21][C:22]([O:26][CH2:27][CH3:28])=[CH:23][C:24]=3[F:25])[N:7]=[C:6]([C:9]([O:11][CH2:12][CH3:13])=[O:10])[C:5]=2[CH3:14])[CH2:2][CH2:3]1.